This data is from Catalyst prediction with 721,799 reactions and 888 catalyst types from USPTO. The task is: Predict which catalyst facilitates the given reaction. (1) Reactant: [CH2:1]([N:8]([CH2:21][C:22]1[CH:32]=[CH:31][C:25]([N:26]([CH2:29][CH3:30])[CH2:27][CH3:28])=[CH:24][CH:23]=1)[CH2:9][C:10]1[CH:15]=[CH:14][C:13]([N:16]([CH2:19][CH3:20])[CH2:17][CH3:18])=[CH:12][CH:11]=1)[C:2]1[CH:7]=[CH:6][CH:5]=[CH:4][CH:3]=1.[ClH:33]. The catalyst class is: 27. Product: [Cl-:33].[CH2:1]([NH+:8]([CH2:9][C:10]1[CH:15]=[CH:14][C:13]([N:16]([CH2:19][CH3:20])[CH2:17][CH3:18])=[CH:12][CH:11]=1)[CH2:21][C:22]1[CH:32]=[CH:31][C:25]([N:26]([CH2:29][CH3:30])[CH2:27][CH3:28])=[CH:24][CH:23]=1)[C:2]1[CH:7]=[CH:6][CH:5]=[CH:4][CH:3]=1. (2) Reactant: [CH3:1][O:2][C:3]([C@@H:5]1[CH2:10][CH2:9][CH2:8][CH2:7][C@H:6]1[C:11]([OH:13])=O)=[O:4].C(N(CC)C(C)C)(C)C.[F:23][C:24]1[CH:29]=[CH:28][C:27]([N:30]2[CH2:35][CH2:34][NH:33][CH2:32][CH2:31]2)=[CH:26][CH:25]=1.ON1C2C=CC=CC=2N=N1.Cl.CN(C)CCCN=C=NCC. Product: [F:23][C:24]1[CH:25]=[CH:26][C:27]([N:30]2[CH2:35][CH2:34][N:33]([C:11]([C@@H:6]3[CH2:7][CH2:8][CH2:9][CH2:10][C@H:5]3[C:3]([O:2][CH3:1])=[O:4])=[O:13])[CH2:32][CH2:31]2)=[CH:28][CH:29]=1. The catalyst class is: 60. (3) Reactant: [NH2:1][C:2]1[N:7]=[C:6]([NH2:8])[N:5]=[C:4]([CH:9]=[CH:10][C:11]2[CH:18]=[CH:17][C:14]([CH:15]=O)=[CH:13][CH:12]=2)[N:3]=1.S(=O)(=O)(O)O.[NH:24]1[C:31](=[O:32])[CH2:30][C:28](=[O:29])[NH:27][C:25]1=[O:26]. Product: [NH2:1][C:2]1[N:7]=[C:6]([NH2:8])[N:5]=[C:4]([CH:9]=[CH:10][C:11]2[CH:18]=[CH:17][C:14]([CH:15]=[C:30]3[C:28](=[O:29])[NH:27][C:25](=[O:26])[NH:24][C:31]3=[O:32])=[CH:13][CH:12]=2)[N:3]=1. The catalyst class is: 709. (4) Reactant: BrCCBr.[F:5][C:6]([F:16])([F:15])[C:7]1[CH:14]=[CH:13][C:10]([CH2:11]Br)=[CH:9][CH:8]=1.[Cl:17][C:18]1[CH:19]=[N:20][CH:21]=[CH:22][C:23]=1[CH:24]=[O:25]. Product: [Cl:17][C:18]1[CH:19]=[N:20][CH:21]=[CH:22][C:23]=1[CH:24]([OH:25])[CH2:11][C:10]1[CH:13]=[CH:14][C:7]([C:6]([F:16])([F:15])[F:5])=[CH:8][CH:9]=1. The catalyst class is: 324. (5) Reactant: C(C1C=C([NH:10][C:11]([NH:13][C:14]2[CH:19]=[CH:18][CH:17]=[C:16]([Cl:20])[C:15]=2[Cl:21])=[O:12])N(C2C=C(CC(OCC)=O)C=CC=2)N=1)(C)(C)C.CN. The catalyst class is: 5. Product: [Cl:21][C:15]1[C:16]([Cl:20])=[CH:17][CH:18]=[CH:19][C:14]=1[NH:13][C:11](=[O:12])[NH2:10].